From a dataset of Full USPTO retrosynthesis dataset with 1.9M reactions from patents (1976-2016). Predict the reactants needed to synthesize the given product. (1) Given the product [C:6]([NH:8][NH2:9])(=[O:7])[CH2:5][CH2:4][CH2:3][CH2:2][C:1]([OH:10])=[O:13], predict the reactants needed to synthesize it. The reactants are: [C:1](NN)(=[O:10])[CH2:2][CH2:3][CH2:4][CH2:5][C:6]([NH:8][NH2:9])=[O:7].[O:13]1CCCC1.O. (2) Given the product [Cl:36][C:9]1[N:8]=[C:7]([NH:41][CH2:40][CH:39]=[C:38]([CH3:42])[CH3:37])[C:6]2[C:11](=[CH:12][CH:13]=[C:4]([N+:1]([O-:3])=[O:2])[CH:5]=2)[N:10]=1, predict the reactants needed to synthesize it. The reactants are: [N+:1]([C:4]1[CH:5]=[C:6]2[C:11](=[CH:12][CH:13]=1)[NH:10][C:9](=O)[NH:8][C:7]2=O)([O-:3])=[O:2].CN1CCN(C)C1=O.P(Cl)(Cl)(Cl)=O.C(N(CC)CC)C.[ClH:36].[CH3:37][C:38]([CH3:42])=[CH:39][CH2:40][NH2:41]. (3) Given the product [NH2:25][C:21]1[C:18]2[C:19](=[O:20])[N:13]([C:10]3[CH:9]=[C:8]([C:27]#[N:28])[C:7]([C:33]4[CH:34]=[CH:35][CH:36]=[CH:37][C:32]=4[Cl:31])=[CH:12][CH:11]=3)[CH2:14][C@@H:15]([CH3:26])[O:16][C:17]=2[N:24]=[CH:23][N:22]=1, predict the reactants needed to synthesize it. The reactants are: FC(F)(F)S(O[C:7]1[CH:12]=[CH:11][C:10]([N:13]2[C:19](=[O:20])[C:18]3[C:21]([NH2:25])=[N:22][CH:23]=[N:24][C:17]=3[O:16][C@H:15]([CH3:26])[CH2:14]2)=[CH:9][C:8]=1[C:27]#[N:28])(=O)=O.[Cl:31][C:32]1[CH:37]=[CH:36][CH:35]=[CH:34][C:33]=1B(O)O.P([O-])([O-])([O-])=O.[K+].[K+].[K+].CO.